This data is from Full USPTO retrosynthesis dataset with 1.9M reactions from patents (1976-2016). The task is: Predict the reactants needed to synthesize the given product. (1) Given the product [F:1][C:2]1[CH:3]=[CH:4][C:5]([C:6]([NH:8][C@@H:9]([CH2:10][CH2:11][CH2:12][OH:13])[C:15]([N:17]2[CH2:22][CH2:21][N:20]([S:23]([CH3:26])(=[O:25])=[O:24])[CH2:19][CH2:18]2)=[O:16])=[O:7])=[CH:27][CH:28]=1, predict the reactants needed to synthesize it. The reactants are: [F:1][C:2]1[CH:28]=[CH:27][C:5]([C:6]([NH:8][C@H:9]([C:15]([N:17]2[CH2:22][CH2:21][N:20]([S:23]([CH3:26])(=[O:25])=[O:24])[CH2:19][CH2:18]2)=[O:16])[CH2:10][CH2:11][C:12](O)=[O:13])=[O:7])=[CH:4][CH:3]=1. (2) Given the product [OH:8][CH:4]1[CH2:5][O:6][CH2:7][CH:2]([NH:1][C:9](=[O:10])[O:11][C:12]([CH3:15])([CH3:14])[CH3:13])[CH2:3]1, predict the reactants needed to synthesize it. The reactants are: [NH2:1][CH:2]1[CH2:7][O:6][CH2:5][CH:4]([OH:8])[CH2:3]1.[C:9](O[C:9]([O:11][C:12]([CH3:15])([CH3:14])[CH3:13])=[O:10])([O:11][C:12]([CH3:15])([CH3:14])[CH3:13])=[O:10]. (3) Given the product [Br:1][C:2]1[CH:3]=[N+:4]([O-:9])[CH:5]=[C:6]([Br:8])[CH:7]=1, predict the reactants needed to synthesize it. The reactants are: [Br:1][C:2]1[CH:3]=[N:4][CH:5]=[C:6]([Br:8])[CH:7]=1.[OH:9]O. (4) Given the product [OH:1][C:2]1[C:3]2[CH:14]=[CH:13][CH:12]=[CH:11][C:4]=2[S:5][C:6]=1[C:7]([OH:9])=[O:8], predict the reactants needed to synthesize it. The reactants are: [OH:1][C:2]1[C:3]2[CH:14]=[CH:13][CH:12]=[CH:11][C:4]=2[S:5][C:6]=1[C:7]([O:9]C)=[O:8].O.[OH-].[Li+].O.